Dataset: Forward reaction prediction with 1.9M reactions from USPTO patents (1976-2016). Task: Predict the product of the given reaction. Given the reactants [OH:1][C:2]1[CH:3]=[C:4]([N:8]2[C:12]3[CH:13]=[CH:14][CH:15]=[CH:16][C:11]=3[C:10](=[N:17][C:18]3[CH:23]=[CH:22][CH:21]=[C:20]([C:24]([F:27])([F:26])[F:25])[CH:19]=3)[C:9]2=[O:28])[CH:5]=[CH:6][CH:7]=1.C([O-])([O-])=O.[K+].[K+].C1OCCOCCOCCOCCOCCOC1.Cl.Cl[CH2:55][CH2:56][N:57]1[CH2:61][CH2:60][CH2:59][CH2:58]1, predict the reaction product. The product is: [N:57]1([CH2:56][CH2:55][O:1][C:2]2[CH:3]=[C:4]([N:8]3[C:12]4[CH:13]=[CH:14][CH:15]=[CH:16][C:11]=4[C:10](=[N:17][C:18]4[CH:23]=[CH:22][CH:21]=[C:20]([C:24]([F:27])([F:25])[F:26])[CH:19]=4)[C:9]3=[O:28])[CH:5]=[CH:6][CH:7]=2)[CH2:61][CH2:60][CH2:59][CH2:58]1.